This data is from Forward reaction prediction with 1.9M reactions from USPTO patents (1976-2016). The task is: Predict the product of the given reaction. (1) Given the reactants [C:1]1([N:7]=[N:8][C:9]2[CH:17]=[CH:16][C:12]([C:13]([OH:15])=[O:14])=[CH:11][CH:10]=2)[CH:6]=[CH:5][CH:4]=[CH:3][CH:2]=1.O[C:19]1[C:24](=[O:25])[CH:23]=[CH:22][O:21][C:20]=1[CH3:26].C1(N=C=NC2CCCCC2)CCCCC1.O.O.C(O)(=O)C(O)=O, predict the reaction product. The product is: [C:1]1([N:7]=[N:8][C:9]2[CH:17]=[CH:16][C:12]([C:13]([O:15][C:19]3[C:24](=[O:25])[CH:23]=[CH:22][O:21][C:20]=3[CH3:26])=[O:14])=[CH:11][CH:10]=2)[CH:2]=[CH:3][CH:4]=[CH:5][CH:6]=1. (2) The product is: [CH3:14][C@@:15]1([CH2:18][N:23]2[C:19](=[O:29])[C:20]3[C:21](=[CH:25][CH:26]=[CH:27][CH:28]=3)[C:22]2=[O:24])[CH2:17][O:16]1. Given the reactants [N+](C1C=C(S(O[CH2:14][C@:15]2([CH3:18])[CH2:17][O:16]2)(=O)=O)C=CC=1)([O-])=O.[C:19]1(=[O:29])[NH:23][C:22](=[O:24])[C:21]2=[CH:25][CH:26]=[CH:27][CH:28]=[C:20]12.[K], predict the reaction product. (3) Given the reactants [CH3:1][N:2]([C:4]([C:6]1[O:7][CH:8]=[CH:9][CH:10]=1)=[O:5])[NH2:3].[CH3:11][C:12](=[CH:15][C:16]1[CH:21]=[CH:20][CH:19]=[CH:18][C:17]=1[F:22])[CH:13]=O, predict the reaction product. The product is: [CH3:1][N:2]([C:4]([C:6]1[O:7][CH:8]=[CH:9][CH:10]=1)=[O:5])[N:3]=[CH:11][C:12]([CH3:13])=[CH:15][C:16]1[CH:21]=[CH:20][CH:19]=[CH:18][C:17]=1[F:22].